Task: Predict which catalyst facilitates the given reaction.. Dataset: Catalyst prediction with 721,799 reactions and 888 catalyst types from USPTO (1) Reactant: [F:1][C:2]1[CH:7]=[CH:6][C:5]([C:8]2[O:9][C:10]3[CH:20]=[CH:19][C:18]([C:21]4[CH:26]=[C:25]([C:27](=[O:38])[NH:28][C:29]5([C:32]6[CH:37]=[CH:36][CH:35]=[CH:34][CH:33]=6)[CH2:31][CH2:30]5)[CH:24]=[CH:23][C:22]=4[OH:39])=[CH:17][C:11]=3[C:12]=2[C:13]([NH:15][CH3:16])=[O:14])=[CH:4][CH:3]=1.Br[CH2:41][CH2:42][O:43][Si:44]([C:47]([CH3:50])([CH3:49])[CH3:48])([CH3:46])[CH3:45].C1CCN2C(=NCCC2)CC1. Product: [Si:44]([O:43][CH2:42][CH2:41][O:39][C:22]1[CH:23]=[CH:24][C:25]([C:27](=[O:38])[NH:28][C:29]2([C:32]3[CH:33]=[CH:34][CH:35]=[CH:36][CH:37]=3)[CH2:30][CH2:31]2)=[CH:26][C:21]=1[C:18]1[CH:19]=[CH:20][C:10]2[O:9][C:8]([C:5]3[CH:6]=[CH:7][C:2]([F:1])=[CH:3][CH:4]=3)=[C:12]([C:13]([NH:15][CH3:16])=[O:14])[C:11]=2[CH:17]=1)([C:47]([CH3:50])([CH3:49])[CH3:48])([CH3:46])[CH3:45]. The catalyst class is: 3. (2) Reactant: [CH3:1][O:2][C:3]1[CH:4]=[C:5]([C:11]2[C@@H:20]3[C@@H:15]([CH2:16][CH2:17][CH2:18][CH2:19]3)[C:14](=[O:21])[N:13]([CH:22]3[CH2:27][CH2:26][N:25]([C:28](=[O:45])[C@@H:29]([NH:37]C(=O)OC(C)(C)C)[CH2:30][C:31]4[CH:36]=[CH:35][N:34]=[CH:33][CH:32]=4)[CH2:24][CH2:23]3)[N:12]=2)[CH:6]=[CH:7][C:8]=1[O:9][CH3:10].[ClH:46]. Product: [ClH:46].[NH2:37][C@@H:29]([CH2:30][C:31]1[CH:36]=[CH:35][N:34]=[CH:33][CH:32]=1)[C:28]([N:25]1[CH2:24][CH2:23][CH:22]([N:13]2[N:12]=[C:11]([C:5]3[CH:6]=[CH:7][C:8]([O:9][CH3:10])=[C:3]([O:2][CH3:1])[CH:4]=3)[C@@H:20]3[C@@H:15]([CH2:16][CH2:17][CH2:18][CH2:19]3)[C:14]2=[O:21])[CH2:27][CH2:26]1)=[O:45]. The catalyst class is: 12.